This data is from Forward reaction prediction with 1.9M reactions from USPTO patents (1976-2016). The task is: Predict the product of the given reaction. (1) Given the reactants [F:1][C:2]([F:7])([F:6])[C:3]([OH:5])=[O:4].[C:8]([C:10]1[CH:11]=[C:12]([C:20]2[O:24][N:23]=[C:22]([C:25]3[CH:26]=[C:27]4[C:32](=[CH:33][CH:34]=3)[CH2:31][N:30]([CH2:35][C:36]([O:38]C(C)(C)C)=[O:37])[CH2:29][CH2:28]4)[N:21]=2)[CH:13]=[CH:14][C:15]=1[O:16][CH:17]([CH3:19])[CH3:18])#[N:9], predict the reaction product. The product is: [F:1][C:2]([F:7])([F:6])[C:3]([OH:5])=[O:4].[C:8]([C:10]1[CH:11]=[C:12]([C:20]2[O:24][N:23]=[C:22]([C:25]3[CH:26]=[C:27]4[C:32](=[CH:33][CH:34]=3)[CH2:31][N:30]([CH2:35][C:36]([OH:38])=[O:37])[CH2:29][CH2:28]4)[N:21]=2)[CH:13]=[CH:14][C:15]=1[O:16][CH:17]([CH3:19])[CH3:18])#[N:9]. (2) Given the reactants [CH3:1][NH:2][CH2:3][C:4]1[C:12]2[O:11][N:10]=[C:9]([CH2:13][CH2:14][CH:15]3[CH2:20][CH2:19][N:18]([C:21]4[N:22]=[N:23][CH:24]=[CH:25][CH:26]=4)[CH2:17][CH2:16]3)[C:8]=2[CH:7]=[CH:6][C:5]=1[O:27][CH2:28][CH:29]1[CH2:31][CH2:30]1.[C:32]([OH:39])(=[O:38])/[CH:33]=[CH:34]/[C:35]([OH:37])=[O:36], predict the reaction product. The product is: [C:32]([OH:39])(=[O:38])/[CH:33]=[CH:34]/[C:35]([OH:37])=[O:36].[CH3:1][NH:2][CH2:3][C:4]1[C:12]2[O:11][N:10]=[C:9]([CH2:13][CH2:14][CH:15]3[CH2:16][CH2:17][N:18]([C:21]4[N:22]=[N:23][CH:24]=[CH:25][CH:26]=4)[CH2:19][CH2:20]3)[C:8]=2[CH:7]=[CH:6][C:5]=1[O:27][CH2:28][CH:29]1[CH2:31][CH2:30]1. (3) Given the reactants [F:1][C:2]([F:17])([F:16])[C:3]1[CH:4]=[C:5]([C@H:13](O)[CH3:14])[CH:6]=[C:7]([C:9]([F:12])([F:11])[F:10])[CH:8]=1.N1C=CC=CC=1.P(Br)(Br)[Br:25].O, predict the reaction product. The product is: [Br:25][CH:13]([C:5]1[CH:4]=[C:3]([C:2]([F:17])([F:16])[F:1])[CH:8]=[C:7]([C:9]([F:12])([F:11])[F:10])[CH:6]=1)[CH3:14]. (4) Given the reactants [CH3:1][NH:2][CH3:3].[CH3:4][O:5][C:6]1[CH:14]=[CH:13][CH:12]=[C:11]([O:15][CH3:16])[C:7]=1[C:8](Cl)=[O:9].O, predict the reaction product. The product is: [CH3:4][O:5][C:6]1[CH:14]=[CH:13][CH:12]=[C:11]([O:15][CH3:16])[C:7]=1[C:8]([N:2]([CH3:3])[CH3:1])=[O:9]. (5) Given the reactants [Cl:1][C:2]1[CH:10]=[CH:9][C:8]2[NH:7][C:6]3[CH2:11][CH2:12][N:13]([CH3:15])[CH2:14][C:5]=3[C:4]=2[CH:3]=1.[OH-].[K+].[C:18]1([C:24]2[CH:29]=[CH:28]N=C[CH:25]=2)[CH2:23][CH2:22][CH2:21][CH2:20][CH:19]=1.[CH3:30][N:31]1CCCC1=O, predict the reaction product. The product is: [Cl:1][C:2]1[CH:10]=[CH:9][C:8]2[N:7]([CH:23]3[CH2:22][CH2:21][CH2:20][CH2:19][CH:18]3[C:24]3[CH:25]=[N:31][CH:30]=[CH:28][CH:29]=3)[C:6]3[CH2:11][CH2:12][N:13]([CH3:15])[CH2:14][C:5]=3[C:4]=2[CH:3]=1. (6) Given the reactants C([NH:5][S:6]([C:9]1[CH:10]=[C:11]([C:15]2[CH:20]=[CH:19][CH:18]=[C:17]([C:21]3[N:26]=[C:25]([CH3:27])[CH:24]=[C:23]([C:28]4[CH:33]=[CH:32][C:31]([C:34]([F:37])([F:36])[F:35])=[CH:30][CH:29]=4)[N:22]=3)[CH:16]=2)[CH:12]=[CH:13][CH:14]=1)(=[O:8])=[O:7])(C)(C)C.C(O)(C(F)(F)F)=O, predict the reaction product. The product is: [CH3:27][C:25]1[CH:24]=[C:23]([C:28]2[CH:33]=[CH:32][C:31]([C:34]([F:37])([F:35])[F:36])=[CH:30][CH:29]=2)[N:22]=[C:21]([C:17]2[CH:16]=[C:15]([C:11]3[CH:12]=[CH:13][CH:14]=[C:9]([S:6]([NH2:5])(=[O:8])=[O:7])[CH:10]=3)[CH:20]=[CH:19][CH:18]=2)[N:26]=1.